This data is from Forward reaction prediction with 1.9M reactions from USPTO patents (1976-2016). The task is: Predict the product of the given reaction. Given the reactants [Cl:1][C:2]1[CH:31]=[C:30]([Cl:32])[CH:29]=[CH:28][C:3]=1[O:4][C:5]1[CH:10]=[CH:9][CH:8]=[CH:7][C:6]=1[NH:11][S:12]([C:15]1[CH:27]=[CH:26][C:18]([C:19]([NH:21][CH2:22][C:23](O)=[O:24])=[O:20])=[CH:17][CH:16]=1)(=[O:14])=[O:13].[CH3:33][CH:34]1[CH2:39][CH2:38][CH2:37][CH2:36][N:35]1[CH2:40][CH2:41][CH2:42][NH2:43], predict the reaction product. The product is: [Cl:1][C:2]1[CH:31]=[C:30]([Cl:32])[CH:29]=[CH:28][C:3]=1[O:4][C:5]1[CH:10]=[CH:9][CH:8]=[CH:7][C:6]=1[NH:11][S:12]([C:15]1[CH:16]=[CH:17][C:18]([C:19]([NH:21][CH2:22][C:23](=[O:24])[NH:43][CH2:42][CH2:41][CH2:40][N:35]2[CH2:36][CH2:37][CH2:38][CH2:39][CH:34]2[CH3:33])=[O:20])=[CH:26][CH:27]=1)(=[O:14])=[O:13].